This data is from Reaction yield outcomes from USPTO patents with 853,638 reactions. The task is: Predict the reaction yield, written as a fraction of the theoretical maximum amount of product (1.0 means a 100% yield; for example, 0.34 means a 34% yield). (1) The reactants are [NH2:1][C:2]1[CH:3]=[CH:4][C:5]([C:9]#[N:10])=[N:6][C:7]=1Br.[F:11][C:12]1(B(O)O)[CH:17]=[CH:16][CH:15]=[CH:14][NH:13]1. The catalyst is C(=O)([O-])[O-].[Na+].[Na+].C(#N)C.[Pd](Cl)Cl.C1(P(C2C=CC=CC=2)C2C=CC=CC=2)C=CC=CC=1.C1(P(C2C=CC=CC=2)C2C=CC=CC=2)C=CC=CC=1. The product is [NH2:1][C:2]1[C:7]([C:17]2[C:12]([F:11])=[N:13][CH:14]=[CH:15][CH:16]=2)=[N:6][C:5]([C:9]#[N:10])=[CH:4][CH:3]=1. The yield is 0.600. (2) The reactants are [C:1]([NH:4][C:5]1[S:18][C:8]2[CH2:9][N:10]([CH2:13][C:14]([NH:16][CH3:17])=[O:15])[CH2:11][CH2:12][C:7]=2[C:6]=1[C:19]1[S:20][C:21]2[CH:27]=[CH:26][CH:25]=[CH:24][C:22]=2[N:23]=1)(=[O:3])[CH3:2].[ClH:28]. The catalyst is C(OCC)(=O)C.C(OCC)C. The product is [Cl-:28].[C:1]([NH:4][C:5]1[S:18][C:8]2[CH2:9][NH+:10]([CH2:13][C:14]([NH:16][CH3:17])=[O:15])[CH2:11][CH2:12][C:7]=2[C:6]=1[C:19]1[S:20][C:21]2[CH:27]=[CH:26][CH:25]=[CH:24][C:22]=2[N:23]=1)(=[O:3])[CH3:2]. The yield is 0.780. (3) The reactants are [CH3:1][O:2][C:3]1[C:12]([CH3:13])=[C:11]2[C:6]([C:7]([OH:21])=[N:8][C:9]([C:14]3[CH:19]=[CH:18][CH:17]=[C:16]([CH3:20])[N:15]=3)=[N:10]2)=[CH:5][CH:4]=1.C([O:24][C:25]([C:27]12[CH2:44][CH:43]1[CH:42]=[CH:41][CH2:40][CH2:39][CH2:38][CH2:37][N:36]([CH3:45])[C:35](=[O:46])[N:34]1[CH:30]([CH2:31][CH:32](O)[CH2:33]1)[C:29](=[O:48])[NH:28]2)=[O:26])C. No catalyst specified. The product is [CH3:1][O:2][C:3]1[C:12]([CH3:13])=[C:11]2[C:6]([C:7]([O:21][CH:32]3[CH2:31][CH:30]4[N:34]([C:35](=[O:46])[N:36]([CH3:45])[CH2:37][CH2:38][CH2:39][CH2:40][CH:41]=[CH:42][CH:43]5[C:27]([C:25]([OH:26])=[O:24])([NH:28][C:29]4=[O:48])[CH2:44]5)[CH2:33]3)=[N:8][C:9]([C:14]3[CH:19]=[CH:18][CH:17]=[C:16]([CH3:20])[N:15]=3)=[N:10]2)=[CH:5][CH:4]=1. The yield is 0.100.